This data is from Reaction yield outcomes from USPTO patents with 853,638 reactions. The task is: Predict the reaction yield, written as a fraction of the theoretical maximum amount of product (1.0 means a 100% yield; for example, 0.34 means a 34% yield). (1) The reactants are [ClH:1].C(OCC)(=O)C.[F:8][C:9]1[CH:10]=[C:11]([NH:20][C:21]([C@H:23]2[C:32]3[C:27](=[CH:28][C:29]([CH2:33][O:34][CH3:35])=[CH:30][CH:31]=3)[CH2:26][CH2:25][N:24]2C(OC(C)(C)C)=O)=[O:22])[CH:12]=[C:13]2[C:17]=1[C:16]([CH3:19])([CH3:18])[CH2:15][CH2:14]2. The catalyst is C(OCC)(=O)C. The product is [ClH:1].[F:8][C:9]1[CH:10]=[C:11]([NH:20][C:21]([C@H:23]2[C:32]3[C:27](=[CH:28][C:29]([CH2:33][O:34][CH3:35])=[CH:30][CH:31]=3)[CH2:26][CH2:25][NH:24]2)=[O:22])[CH:12]=[C:13]2[C:17]=1[C:16]([CH3:19])([CH3:18])[CH2:15][CH2:14]2. The yield is 1.09. (2) The reactants are [Cl:1][C:2]1[CH:9]=[CH:8][C:5]([CH:6]=O)=[CH:4][C:3]=1[F:10].[N+:11]([CH3:14])([O-:13])=[O:12].[OH-].[Na+]. The catalyst is C(O)C. The yield is 0.440. The product is [Cl:1][C:2]1[CH:9]=[CH:8][C:5]([CH:6]=[CH:14][N+:11]([O-:13])=[O:12])=[CH:4][C:3]=1[F:10]. (3) The reactants are BrC1[CH:7]=[C:6]([CH3:8])[CH:5]=[CH:4]N=1.[Li+].CCC[CH2-].[CH2:14]([N:21]1[CH2:26][CH2:25][C:24]([NH:29][C:30]2[CH:35]=[CH:34][CH:33]=[CH:32][CH:31]=2)([C:27]#[N:28])[CH2:23][CH2:22]1)[C:15]1[CH:20]=[CH:19][CH:18]=[CH:17][CH:16]=1.O. The catalyst is O1CCCC1. The product is [CH2:14]([N:21]1[CH2:22][CH2:23][C:24]([NH:29][C:30]2[CH:35]=[CH:34][CH:33]=[CH:32][CH:31]=2)([C:27]2[CH:7]=[C:6]([CH3:8])[CH:5]=[CH:4][N:28]=2)[CH2:25][CH2:26]1)[C:15]1[CH:16]=[CH:17][CH:18]=[CH:19][CH:20]=1. The yield is 0.200. (4) The reactants are [N+:1]([C:4]1[C:13]2[C:8](=[CH:9][CH:10]=[CH:11][CH:12]=2)[CH:7]=[CH:6][C:5]=1[NH:14][C:15]1[CH:20]=[CH:19][C:18]([NH:21][C:22](=[O:28])[O:23][C:24]([CH3:27])([CH3:26])[CH3:25])=[CH:17][CH:16]=1)([O-])=O. The catalyst is O1CCCC1.CO.[Pt]=O. The product is [NH2:1][C:4]1[C:13]2[C:8](=[CH:9][CH:10]=[CH:11][CH:12]=2)[CH:7]=[CH:6][C:5]=1[NH:14][C:15]1[CH:20]=[CH:19][C:18]([NH:21][C:22](=[O:28])[O:23][C:24]([CH3:26])([CH3:25])[CH3:27])=[CH:17][CH:16]=1. The yield is 0.910. (5) The reactants are [F:1][C:2]1[CH:7]=[CH:6][C:5]([C@@H:8]([O:15][Si:16]([CH3:22])([CH3:21])[C:17]([CH3:20])([CH3:19])[CH3:18])[CH2:9][S:10][CH2:11][C:12]([OH:14])=O)=[CH:4][CH:3]=1.C(N(CC)CC)C.[Cl-].[C:31]1([C@H:37]2[CH2:41][O:40][C:39](=[O:42])[NH:38]2)[CH:36]=[CH:35][CH:34]=[CH:33][CH:32]=1. The catalyst is ClCCl.CN(C)C1C=CN=CC=1.O.CN(C)C=O. The product is [F:1][C:2]1[CH:3]=[CH:4][C:5]([C@@H:8]([O:15][Si:16]([CH3:22])([CH3:21])[C:17]([CH3:20])([CH3:19])[CH3:18])[CH2:9][S:10][CH2:11][C:12]([N:38]2[C@@H:37]([C:31]3[CH:36]=[CH:35][CH:34]=[CH:33][CH:32]=3)[CH2:41][O:40][C:39]2=[O:42])=[O:14])=[CH:6][CH:7]=1. The yield is 0.500. (6) The reactants are [C:1]([N:4]1[CH2:8][CH2:7][C:6]2([C:16]3[C:11](=[CH:12][CH:13]=[C:14]([CH:17]([OH:19])[CH3:18])[CH:15]=3)[N:10]([C:20]([NH:22][C:23]3[S:24][C:25]([Cl:28])=[CH:26][N:27]=3)=[O:21])[CH2:9]2)[CH2:5]1)(=[O:3])[CH3:2].CC(OI1(OC(C)=O)(OC(C)=O)OC(=O)C2C=CC=CC1=2)=O.S([O-])([O-])=O.[Na+].[Na+]. The catalyst is C(Cl)Cl. The product is [C:1]([N:4]1[CH2:8][CH2:7][C:6]2([C:16]3[C:11](=[CH:12][CH:13]=[C:14]([C:17](=[O:19])[CH3:18])[CH:15]=3)[N:10]([C:20]([NH:22][C:23]3[S:24][C:25]([Cl:28])=[CH:26][N:27]=3)=[O:21])[CH2:9]2)[CH2:5]1)(=[O:3])[CH3:2]. The yield is 0.990.